This data is from NCI-60 drug combinations with 297,098 pairs across 59 cell lines. The task is: Regression. Given two drug SMILES strings and cell line genomic features, predict the synergy score measuring deviation from expected non-interaction effect. (1) Drug 2: CC1CCC2CC(C(=CC=CC=CC(CC(C(=O)C(C(C(=CC(C(=O)CC(OC(=O)C3CCCCN3C(=O)C(=O)C1(O2)O)C(C)CC4CCC(C(C4)OC)O)C)C)O)OC)C)C)C)OC. Drug 1: CC1C(C(CC(O1)OC2CC(OC(C2O)C)OC3=CC4=CC5=C(C(=O)C(C(C5)C(C(=O)C(C(C)O)O)OC)OC6CC(C(C(O6)C)O)OC7CC(C(C(O7)C)O)OC8CC(C(C(O8)C)O)(C)O)C(=C4C(=C3C)O)O)O)O. Cell line: T-47D. Synergy scores: CSS=27.8, Synergy_ZIP=1.76, Synergy_Bliss=3.04, Synergy_Loewe=-4.09, Synergy_HSA=0.0928. (2) Drug 1: CNC(=O)C1=CC=CC=C1SC2=CC3=C(C=C2)C(=NN3)C=CC4=CC=CC=N4. Drug 2: C1=CC(=CC=C1CC(C(=O)O)N)N(CCCl)CCCl.Cl. Cell line: SNB-75. Synergy scores: CSS=2.77, Synergy_ZIP=-0.723, Synergy_Bliss=1.73, Synergy_Loewe=-0.627, Synergy_HSA=-0.574. (3) Drug 1: CC1C(C(CC(O1)OC2CC(CC3=C2C(=C4C(=C3O)C(=O)C5=C(C4=O)C(=CC=C5)OC)O)(C(=O)C)O)N)O.Cl. Drug 2: CC1=C(N=C(N=C1N)C(CC(=O)N)NCC(C(=O)N)N)C(=O)NC(C(C2=CN=CN2)OC3C(C(C(C(O3)CO)O)O)OC4C(C(C(C(O4)CO)O)OC(=O)N)O)C(=O)NC(C)C(C(C)C(=O)NC(C(C)O)C(=O)NCCC5=NC(=CS5)C6=NC(=CS6)C(=O)NCCC[S+](C)C)O. Cell line: MDA-MB-231. Synergy scores: CSS=21.1, Synergy_ZIP=-5.70, Synergy_Bliss=0.758, Synergy_Loewe=-1.80, Synergy_HSA=2.41. (4) Drug 1: COC1=CC(=CC(=C1O)OC)C2C3C(COC3=O)C(C4=CC5=C(C=C24)OCO5)OC6C(C(C7C(O6)COC(O7)C8=CC=CS8)O)O. Drug 2: CC1=CC2C(CCC3(C2CCC3(C(=O)C)OC(=O)C)C)C4(C1=CC(=O)CC4)C. Cell line: M14. Synergy scores: CSS=33.3, Synergy_ZIP=-4.64, Synergy_Bliss=0.885, Synergy_Loewe=-27.7, Synergy_HSA=-1.48. (5) Drug 1: C1=CC=C(C=C1)NC(=O)CCCCCCC(=O)NO. Drug 2: CC1C(C(CC(O1)OC2CC(CC3=C2C(=C4C(=C3O)C(=O)C5=CC=CC=C5C4=O)O)(C(=O)C)O)N)O. Cell line: OVCAR-5. Synergy scores: CSS=56.3, Synergy_ZIP=-9.02, Synergy_Bliss=-4.35, Synergy_Loewe=-1.39, Synergy_HSA=0.291. (6) Drug 1: C1CCC(C1)C(CC#N)N2C=C(C=N2)C3=C4C=CNC4=NC=N3. Drug 2: C1=NNC2=C1C(=O)NC=N2. Cell line: SK-MEL-2. Synergy scores: CSS=-2.43, Synergy_ZIP=5.12, Synergy_Bliss=10.4, Synergy_Loewe=2.76, Synergy_HSA=4.01. (7) Drug 1: CN(C)C1=NC(=NC(=N1)N(C)C)N(C)C. Drug 2: C1=NC2=C(N1)C(=S)N=CN2. Cell line: OVCAR-4. Synergy scores: CSS=21.5, Synergy_ZIP=-7.46, Synergy_Bliss=-8.06, Synergy_Loewe=-65.9, Synergy_HSA=-10.4. (8) Drug 1: CCCCCOC(=O)NC1=NC(=O)N(C=C1F)C2C(C(C(O2)C)O)O. Drug 2: C1=CN(C=N1)CC(O)(P(=O)(O)O)P(=O)(O)O. Cell line: LOX IMVI. Synergy scores: CSS=-2.46, Synergy_ZIP=2.23, Synergy_Bliss=2.90, Synergy_Loewe=-2.20, Synergy_HSA=-1.28. (9) Drug 1: CC1=C(C=C(C=C1)NC(=O)C2=CC=C(C=C2)CN3CCN(CC3)C)NC4=NC=CC(=N4)C5=CN=CC=C5. Drug 2: CC=C1C(=O)NC(C(=O)OC2CC(=O)NC(C(=O)NC(CSSCCC=C2)C(=O)N1)C(C)C)C(C)C. Cell line: RXF 393. Synergy scores: CSS=38.0, Synergy_ZIP=-1.84, Synergy_Bliss=2.56, Synergy_Loewe=-35.3, Synergy_HSA=4.10.